This data is from Forward reaction prediction with 1.9M reactions from USPTO patents (1976-2016). The task is: Predict the product of the given reaction. (1) Given the reactants [Cl:1][C:2]1[CH:9]=[C:8]([OH:10])[CH:7]=[C:6]([Cl:11])[C:3]=1[CH:4]=[O:5].[CH2:12]([O:14][P:15]([CH2:20]O)(=[O:19])[O:16][CH2:17][CH3:18])[CH3:13].C1C=CC(P(C2C=CC=CC=2)C2C=CC=CC=2)=CC=1.CCOC(/N=N/C(OCC)=O)=O, predict the reaction product. The product is: [CH2:12]([O:14][P:15]([CH2:20][O:10][C:8]1[CH:9]=[C:2]([Cl:1])[C:3]([CH:4]=[O:5])=[C:6]([Cl:11])[CH:7]=1)(=[O:19])[O:16][CH2:17][CH3:18])[CH3:13]. (2) Given the reactants [C:1]([O:5][C@@H:6]([C:11]1[C:12]([CH3:30])=[N:13][C:14]2[N:15]([N:20]=[C:21]([C:23]3[CH:28]=[CH:27][CH:26]=[C:25]([Cl:29])[CH:24]=3)[CH:22]=2)[C:16]=1[CH:17]([CH3:19])[CH3:18])[C:7]([O:9]C)=[O:8])([CH3:4])([CH3:3])[CH3:2].[OH-].[Na+].Cl, predict the reaction product. The product is: [C:1]([O:5][C@@H:6]([C:11]1[C:12]([CH3:30])=[N:13][C:14]2[N:15]([N:20]=[C:21]([C:23]3[CH:28]=[CH:27][CH:26]=[C:25]([Cl:29])[CH:24]=3)[CH:22]=2)[C:16]=1[CH:17]([CH3:19])[CH3:18])[C:7]([OH:9])=[O:8])([CH3:2])([CH3:3])[CH3:4]. (3) Given the reactants [CH2:1]([O:5][CH2:6][CH2:7][O:8][C:9]1[CH:14]=[CH:13][C:12]([C:15]2[CH:20]=[CH:19][C:18]([N:21]3[CH2:25][CH2:24][CH:23]([C:26]([O:28]C)=[O:27])[CH2:22]3)=[C:17](/[CH:30]=[C:31](\[CH3:52])/[C:32]([NH:34][C:35]3[CH:40]=[CH:39][C:38]([S@:41]([CH2:43][C:44]4[N:48]([CH2:49][CH2:50][CH3:51])[CH:47]=[N:46][CH:45]=4)=[O:42])=[CH:37][CH:36]=3)=[O:33])[CH:16]=2)=[CH:11][CH:10]=1)[CH2:2][CH2:3][CH3:4].[OH-].[Na+].O.Cl, predict the reaction product. The product is: [CH2:1]([O:5][CH2:6][CH2:7][O:8][C:9]1[CH:14]=[CH:13][C:12]([C:15]2[CH:20]=[CH:19][C:18]([N:21]3[CH2:25][CH2:24][CH:23]([C:26]([OH:28])=[O:27])[CH2:22]3)=[C:17](/[CH:30]=[C:31](\[CH3:52])/[C:32]([NH:34][C:35]3[CH:36]=[CH:37][C:38]([S@:41]([CH2:43][C:44]4[N:48]([CH2:49][CH2:50][CH3:51])[CH:47]=[N:46][CH:45]=4)=[O:42])=[CH:39][CH:40]=3)=[O:33])[CH:16]=2)=[CH:11][CH:10]=1)[CH2:2][CH2:3][CH3:4]. (4) Given the reactants C(=O)([O-])[O-].[Cs+].[Cs+].Cl[C:8]1[C:17]([C:18]2[CH:23]=[CH:22][CH:21]=[CH:20][C:19]=2[S:24]([CH3:27])(=[O:26])=[O:25])=[CH:16][C:15]2[C:10](=[C:11]([F:28])[CH:12]=[CH:13][CH:14]=2)[N:9]=1.[CH:29]([B-](F)(F)F)=[CH2:30].[K+].CCOC(C)=O, predict the reaction product. The product is: [F:28][C:11]1[CH:12]=[CH:13][CH:14]=[C:15]2[C:10]=1[N:9]=[C:8]([CH:29]=[CH2:30])[C:17]([C:18]1[CH:23]=[CH:22][CH:21]=[CH:20][C:19]=1[S:24]([CH3:27])(=[O:26])=[O:25])=[CH:16]2. (5) Given the reactants Cl[C:2]1[N:3]=[N:4][C:5]([C:8]2[CH:13]=[CH:12][C:11]([C:14]#[N:15])=[CH:10][CH:9]=2)=[CH:6][CH:7]=1.[NH2:16][CH:17]1[CH2:22][CH2:21][N:20]([CH:23]([CH2:26][CH3:27])[CH2:24][CH3:25])[CH2:19][CH2:18]1, predict the reaction product. The product is: [CH2:24]([CH:23]([N:20]1[CH2:21][CH2:22][CH:17]([NH:16][C:2]2[N:3]=[N:4][C:5]([C:8]3[CH:13]=[CH:12][C:11]([C:14]#[N:15])=[CH:10][CH:9]=3)=[CH:6][CH:7]=2)[CH2:18][CH2:19]1)[CH2:26][CH3:27])[CH3:25].